The task is: Predict which catalyst facilitates the given reaction.. This data is from Catalyst prediction with 721,799 reactions and 888 catalyst types from USPTO. (1) Reactant: CS[C:3]1[NH:4][CH:5]=[C:6]([CH2:10][C:11]2[CH:12]=[N:13][CH:14]=[N:15][CH:16]=2)[C:7](=[O:9])[N:8]=1.[CH3:17][NH:18][CH2:19][CH2:20][C:21]1[CH:26]=[CH:25][C:24]([O:27][C:28]2[CH:33]=[CH:32][CH:31]=[C:30]([C:34]([F:37])([F:36])[F:35])[CH:29]=2)=[CH:23][CH:22]=1. Product: [CH3:17][N:18]([CH2:19][CH2:20][C:21]1[CH:22]=[CH:23][C:24]([O:27][C:28]2[CH:33]=[CH:32][CH:31]=[C:30]([C:34]([F:35])([F:37])[F:36])[CH:29]=2)=[CH:25][CH:26]=1)[C:3]1[NH:4][CH:5]=[C:6]([CH2:10][C:11]2[CH:12]=[N:13][CH:14]=[N:15][CH:16]=2)[C:7](=[O:9])[N:8]=1. The catalyst class is: 8. (2) Reactant: [N+:1]([C:4]1[CH:5]=[C:6]2[C:11](=[CH:12][CH:13]=1)[N:10]=[CH:9][CH:8]=[N:7]2)([O-])=O.O.NN. Product: [N:10]1[C:11]2[C:6](=[CH:5][C:4]([NH2:1])=[CH:13][CH:12]=2)[N:7]=[CH:8][CH:9]=1. The catalyst class is: 94. (3) Reactant: C[Si](I)(C)C.[CH2:6]([C:8]1[CH:13]=[CH:12][C:11]([C:14]2[CH:15]=[C:16]3[C:20](=[CH:21][C:22]=2[C:23]2[CH:28]=[CH:27][C:26]([O:29]CC4C=CC=CC=4)=[CH:25][CH:24]=2)[NH:19][N:18]=[C:17]3[NH:37][C:38](=[O:42])[CH2:39][CH2:40][CH3:41])=[CH:10][CH:9]=1)[CH3:7]. Product: [CH2:6]([C:8]1[CH:9]=[CH:10][C:11]([C:14]2[CH:15]=[C:16]3[C:20](=[CH:21][C:22]=2[C:23]2[CH:28]=[CH:27][C:26]([OH:29])=[CH:25][CH:24]=2)[NH:19][N:18]=[C:17]3[NH:37][C:38](=[O:42])[CH2:39][CH2:40][CH3:41])=[CH:12][CH:13]=1)[CH3:7]. The catalyst class is: 5. (4) Reactant: [C:1]([C:4]1[C:9]2[NH:10][C:11]3[C:16]([C:8]=2[C:7]([C:22]2[C:23]([F:39])=[C:24]([NH:28]C(=O)OCC4C=CC=CC=4)[CH:25]=[CH:26][CH:27]=2)=[CH:6][N:5]=1)=[CH:15][CH:14]=[C:13]([O:17][CH2:18][CH2:19][O:20][CH3:21])[CH:12]=3)(=[O:3])[NH2:2]. Product: [NH2:28][C:24]1[C:23]([F:39])=[C:22]([C:7]2[C:8]3[C:16]4[C:11](=[CH:12][C:13]([O:17][CH2:18][CH2:19][O:20][CH3:21])=[CH:14][CH:15]=4)[NH:10][C:9]=3[C:4]([C:1]([NH2:2])=[O:3])=[N:5][CH:6]=2)[CH:27]=[CH:26][CH:25]=1. The catalyst class is: 358. (5) Reactant: [Br:1][C:2]1[CH:18]=[CH:17][C:5]([C:6]([NH:8][CH2:9][C:10]2[CH:15]=[CH:14][CH:13]=[CH:12][C:11]=2[F:16])=[O:7])=[CH:4][C:3]=1[O:19][CH3:20].[CH3:21][C:22]1([CH3:25])[CH2:24][O:23]1.C([O-])([O-])=O.[Cs+].[Cs+]. Product: [Br:1][C:2]1[CH:18]=[CH:17][C:5]([C:6]([N:8]([CH2:9][C:10]2[CH:15]=[CH:14][CH:13]=[CH:12][C:11]=2[F:16])[CH2:21][C:22]([OH:23])([CH3:25])[CH3:24])=[O:7])=[CH:4][C:3]=1[O:19][CH3:20]. The catalyst class is: 121.